This data is from Catalyst prediction with 721,799 reactions and 888 catalyst types from USPTO. The task is: Predict which catalyst facilitates the given reaction. (1) Reactant: [Si]([O:8][C@H:9]1[CH2:14][CH2:13][C@H:12]([CH2:15][C@H:16]([NH:30][C:31](=[O:37])[O:32][C:33]([CH3:36])([CH3:35])[CH3:34])[CH2:17][N:18]([C:20]([O:22][CH2:23][C:24]2[CH:29]=[CH:28][CH:27]=[CH:26][CH:25]=2)=[O:21])[CH3:19])[CH2:11][CH2:10]1)(C(C)(C)C)(C)C.[N+](CCCC)(CCCC)(CCCC)CCCC.[F-].C1COCC1. Product: [OH:8][C@H:9]1[CH2:14][CH2:13][C@H:12]([CH2:15][C@H:16]([NH:30][C:31](=[O:37])[O:32][C:33]([CH3:35])([CH3:34])[CH3:36])[CH2:17][N:18]([C:20]([O:22][CH2:23][C:24]2[CH:25]=[CH:26][CH:27]=[CH:28][CH:29]=2)=[O:21])[CH3:19])[CH2:11][CH2:10]1. The catalyst class is: 6. (2) Reactant: [I-].[CH2:2]([N+:4]1(C)[CH2:9][CH2:8][C:7](=[O:10])[CH2:6][CH2:5]1)[CH3:3].[CH:12]1(N)CC1.C(=O)([O-])O.[Na+]. Product: [CH:2]1([N:4]2[CH2:9][CH2:8][C:7](=[O:10])[CH2:6][CH2:5]2)[CH2:3][CH2:12]1. The catalyst class is: 93.